This data is from Reaction yield outcomes from USPTO patents with 853,638 reactions. The task is: Predict the reaction yield, written as a fraction of the theoretical maximum amount of product (1.0 means a 100% yield; for example, 0.34 means a 34% yield). (1) The reactants are Cl.[C:2](Cl)(=[O:9])[C:3]1[CH:8]=[CH:7][N:6]=[CH:5][CH:4]=1.C(N(CC)CC)C.ClCCl.[Cl:21][C:22]1[CH:23]=[CH:24][C:25]([N:29]2[CH2:34][CH2:33][CH2:32][CH2:31][CH2:30]2)=[C:26]([CH:28]=1)[NH2:27]. The catalyst is CN(C)C1C=CN=CC=1.O. The product is [Cl:21][C:22]1[CH:23]=[CH:24][C:25]([N:29]2[CH2:30][CH2:31][CH2:32][CH2:33][CH2:34]2)=[C:26]([NH:27][C:2](=[O:9])[C:3]2[CH:8]=[CH:7][N:6]=[CH:5][CH:4]=2)[CH:28]=1. The yield is 0.318. (2) The reactants are [H-].[Na+].[CH3:3][C:4]1[NH:5][CH:6]=[CH:7][N:8]=1.Br[CH2:10][CH2:11][O:12][CH3:13].O. The catalyst is CN(C=O)C. The product is [CH3:13][O:12][CH2:11][CH2:10][N:5]1[CH:6]=[CH:7][N:8]=[C:4]1[CH3:3]. The yield is 0.330. (3) The yield is 0.810. The reactants are [O:1]1[CH2:6][CH2:5]C(=O)[CH2:3][CH2:2]1.[CH:8]([O:13][CH3:14])([O:11][CH3:12])OC.[I:15]I. The product is [I:15][CH:3]1[C:8]([O:11][CH3:12])([O:13][CH3:14])[CH2:5][CH2:6][O:1][CH2:2]1. No catalyst specified. (4) The reactants are [Cl:1][C:2]1[CH:3]=[C:4]([CH:27]=[CH:28][CH:29]=1)[CH2:5][N:6]1[C:18]2[CH:17]=[N:16][C:15]([C:19]([O:21][CH2:22][CH3:23])=[O:20])=[CH:14][C:13]=2[C:12]2[C:7]1=[CH:8][CH:9]=[C:10]([N+:24]([O-])=O)[CH:11]=2.C1COCC1.O.CN(C=O)C. The catalyst is C(O)(=O)C.[Cl-].[Ti+3].[Cl-].[Cl-]. The product is [NH2:24][C:10]1[CH:11]=[C:12]2[C:7](=[CH:8][CH:9]=1)[N:6]([CH2:5][C:4]1[CH:27]=[CH:28][CH:29]=[C:2]([Cl:1])[CH:3]=1)[C:18]1[CH:17]=[N:16][C:15]([C:19]([O:21][CH2:22][CH3:23])=[O:20])=[CH:14][C:13]2=1. The yield is 0.278.